This data is from NCI-60 drug combinations with 297,098 pairs across 59 cell lines. The task is: Regression. Given two drug SMILES strings and cell line genomic features, predict the synergy score measuring deviation from expected non-interaction effect. (1) Drug 1: C1=CC(=CC=C1CC(C(=O)O)N)N(CCCl)CCCl.Cl. Drug 2: CC(C)CN1C=NC2=C1C3=CC=CC=C3N=C2N. Cell line: U251. Synergy scores: CSS=17.1, Synergy_ZIP=-5.90, Synergy_Bliss=0.310, Synergy_Loewe=-1.73, Synergy_HSA=-1.38. (2) Drug 1: C1=NC(=NC(=O)N1C2C(C(C(O2)CO)O)O)N. Drug 2: CN(CC1=CN=C2C(=N1)C(=NC(=N2)N)N)C3=CC=C(C=C3)C(=O)NC(CCC(=O)O)C(=O)O. Cell line: SF-539. Synergy scores: CSS=37.4, Synergy_ZIP=-6.02, Synergy_Bliss=-2.14, Synergy_Loewe=-55.1, Synergy_HSA=-0.373.